This data is from Forward reaction prediction with 1.9M reactions from USPTO patents (1976-2016). The task is: Predict the product of the given reaction. Given the reactants Cl.[CH3:2][O:3][C:4](=[O:8])[C@H:5]([CH3:7])[NH2:6].C(N(CC)CC)C.[C:16](Cl)(=[O:19])[CH2:17][CH3:18], predict the reaction product. The product is: [C:16]([NH:6][C@@H:5]([CH3:7])[C:4]([O:3][CH3:2])=[O:8])(=[O:19])[CH2:17][CH3:18].